This data is from Catalyst prediction with 721,799 reactions and 888 catalyst types from USPTO. The task is: Predict which catalyst facilitates the given reaction. The catalyst class is: 6. Product: [N+:8]([C:5]1[CH:6]=[CH:7][C:2]([NH:11][C:12]2[CH:21]=[CH:20][C:19]3[C:14](=[C:15]([OH:22])[CH:16]=[CH:17][CH:18]=3)[N:13]=2)=[CH:3][CH:4]=1)([O-:10])=[O:9]. Reactant: F[C:2]1[CH:7]=[CH:6][C:5]([N+:8]([O-:10])=[O:9])=[CH:4][CH:3]=1.[NH2:11][C:12]1[CH:21]=[CH:20][C:19]2[C:14](=[C:15]([OH:22])[CH:16]=[CH:17][CH:18]=2)[N:13]=1.C([O-])([O-])=O.[K+].[K+].CN1CCCC1=O.